This data is from Catalyst prediction with 721,799 reactions and 888 catalyst types from USPTO. The task is: Predict which catalyst facilitates the given reaction. (1) Reactant: [CH3:1][O:2][C:3](=[O:26])[C:4]1[CH:9]=[CH:8][C:7](/[CH:10]=[CH:11]/[S:12]([CH3:15])(=[O:14])=[O:13])=[C:6]([O:16][CH2:17][CH2:18][C:19]2[CH:20]=[C:21]([CH3:25])[CH:22]=[CH:23][CH:24]=2)[CH:5]=1.[H][H]. Product: [CH3:1][O:2][C:3](=[O:26])[C:4]1[CH:9]=[CH:8][C:7]([CH2:10][CH2:11][S:12]([CH3:15])(=[O:14])=[O:13])=[C:6]([O:16][CH2:17][CH2:18][C:19]2[CH:20]=[C:21]([CH3:25])[CH:22]=[CH:23][CH:24]=2)[CH:5]=1. The catalyst class is: 43. (2) Reactant: C(O[C:5](=[O:7])[CH3:6])(=O)C.C(O)=O.[F:11][C:12]1[CH:17]=[C:16]([F:18])[CH:15]=[CH:14][C:13]=1[C@H:19]([F:40])[CH:20]1[CH2:25][CH2:24][N:23]([C:26]2[N:27]=[C:28]3[CH2:39][CH2:38][NH:37][CH2:36][C:29]3=[N:30][C:31]=2[NH:32][CH:33]([CH3:35])[CH3:34])[CH2:22][CH2:21]1.CO. Product: [F:11][C:12]1[CH:17]=[C:16]([F:18])[CH:15]=[CH:14][C:13]=1[C@H:19]([F:40])[CH:20]1[CH2:25][CH2:24][N:23]([C:26]2[N:27]=[C:28]3[CH2:39][CH2:38][N:37]([C:5](=[O:7])[CH3:6])[CH2:36][C:29]3=[N:30][C:31]=2[NH:32][CH:33]([CH3:35])[CH3:34])[CH2:22][CH2:21]1. The catalyst class is: 1. (3) Reactant: [N:1]1[CH:6]=[CH:5][C:4]([C:7]2[N:8]=[C:9]3[NH:16][CH2:15][CH2:14][N:10]3[C:11](=[O:13])[CH:12]=2)=[CH:3][CH:2]=1.[H-].[Na+].[C:19]1([CH2:25][CH2:26][C:27](Cl)=[O:28])[CH:24]=[CH:23][CH:22]=[CH:21][CH:20]=1. Product: [C:19]1([CH2:25][CH2:26][C:27]([N:16]2[C:9]3=[N:8][C:7]([C:4]4[CH:5]=[CH:6][N:1]=[CH:2][CH:3]=4)=[CH:12][C:11](=[O:13])[N:10]3[CH2:14][CH2:15]2)=[O:28])[CH:24]=[CH:23][CH:22]=[CH:21][CH:20]=1. The catalyst class is: 9.